Task: Predict the product of the given reaction.. Dataset: Forward reaction prediction with 1.9M reactions from USPTO patents (1976-2016) Given the reactants [CH3:1][N:2]1[CH2:15][CH2:14][C:13]2[C:12]3[CH:11]=[C:10]([CH3:16])[CH:9]=[CH:8][C:7]=3[NH:6][C:5]=2[CH2:4][CH2:3]1.[F:17][C:18]([F:28])([F:27])[C:19]1[CH:24]=[CH:23][C:22]([CH:25]=[CH2:26])=[CH:21][N:20]=1, predict the reaction product. The product is: [CH3:1][N:2]1[CH2:15][CH2:14][C:13]2[C:12]3[CH:11]=[C:10]([CH3:16])[CH:9]=[CH:8][C:7]=3[N:6]([CH2:26][CH2:25][C:22]3[CH:21]=[N:20][C:19]([C:18]([F:28])([F:17])[F:27])=[CH:24][CH:23]=3)[C:5]=2[CH2:4][CH2:3]1.